From a dataset of Forward reaction prediction with 1.9M reactions from USPTO patents (1976-2016). Predict the product of the given reaction. (1) Given the reactants [C:1]([NH:4][CH:5]([B:18]1[O:26][CH:25]2[C:20]([CH3:30])([CH:21]3[CH2:27][CH:23]([CH2:24]2)[C:22]3([CH3:29])[CH3:28])[O:19]1)[CH2:6][C:7]1[C:8]([O:16][CH3:17])=[C:9]([CH:13]=[CH:14][CH:15]=1)[C:10]([OH:12])=[O:11])(=[O:3])[CH3:2].[C:31]([O:34][CH2:35]Br)(=[O:33])[CH3:32], predict the reaction product. The product is: [C:31]([O:34][CH2:35][O:11][C:10](=[O:12])[C:9]1[CH:13]=[CH:14][CH:15]=[C:7]([CH2:6][CH:5]([NH:4][C:1](=[O:3])[CH3:2])[B:18]2[O:26][CH:25]3[C:20]([CH3:30])([CH:21]4[CH2:27][CH:23]([CH2:24]3)[C:22]4([CH3:29])[CH3:28])[O:19]2)[C:8]=1[O:16][CH3:17])(=[O:33])[CH3:32]. (2) Given the reactants [Cl:1][CH2:2][C:3](Cl)=[O:4].[Cl:6][C:7]1[CH:12]=[C:11]([C:13]([F:16])([F:15])[F:14])[CH:10]=[C:9]([Cl:17])[C:8]=1[NH:18][NH2:19].[OH-].[Na+], predict the reaction product. The product is: [Cl:6][C:7]1[CH:12]=[C:11]([C:13]([F:15])([F:14])[F:16])[CH:10]=[C:9]([Cl:17])[C:8]=1[NH:18][NH:19][C:3](=[O:4])[CH2:2][Cl:1]. (3) Given the reactants [Br:1][C:2]1[CH:3]=[C:4]2[NH:10][C:9]([C:11]3[CH:12]=[C:13]([CH:15]=[CH:16][C:17]=3[Cl:18])[NH2:14])=[N:8][C:5]2=[N:6][CH:7]=1.N1C=CC=CC=1.Cl[C:26]([O:28][CH:29]([CH3:31])[CH3:30])=[O:27], predict the reaction product. The product is: [Br:1][C:2]1[CH:3]=[C:4]2[NH:10][C:9]([C:11]3[CH:12]=[C:13]([NH:14][C:26](=[O:27])[O:28][CH:29]([CH3:31])[CH3:30])[CH:15]=[CH:16][C:17]=3[Cl:18])=[N:8][C:5]2=[N:6][CH:7]=1. (4) Given the reactants [CH3:1][C:2]1[O:6][N:5]=[C:4]([C:7]2[CH:12]=[CH:11][CH:10]=[CH:9][CH:8]=2)[C:3]=1[CH2:13][O:14][C:15]1[CH:23]=[CH:22][C:18]([C:19]([OH:21])=O)=[CH:17][N:16]=1.[CH3:24][N:25]1[CH:29]=[C:28]([NH2:30])[CH:27]=[N:26]1, predict the reaction product. The product is: [CH3:1][C:2]1[O:6][N:5]=[C:4]([C:7]2[CH:8]=[CH:9][CH:10]=[CH:11][CH:12]=2)[C:3]=1[CH2:13][O:14][C:15]1[CH:23]=[CH:22][C:18]([C:19]([NH:30][C:28]2[CH:27]=[N:26][N:25]([CH3:24])[CH:29]=2)=[O:21])=[CH:17][N:16]=1. (5) The product is: [NH2:14][C:6]1[CH:7]=[CH:8][C:9]([CH:11]([CH3:13])[CH3:12])=[CH:10][C:5]=1[C:2]#[N:3]. Given the reactants [Cu][C:2]#[N:3].Br[C:5]1[CH:10]=[C:9]([CH:11]([CH3:13])[CH3:12])[CH:8]=[CH:7][C:6]=1[NH2:14], predict the reaction product. (6) Given the reactants [CH3:1][O:2][C:3]1[CH:23]=[CH:22][C:6]([CH2:7][NH:8][C:9]2[CH:18]=[CH:17][C:16]3[C:11](=[CH:12][CH:13]=[C:14]([N+:19]([O-])=O)[CH:15]=3)[N:10]=2)=[CH:5][CH:4]=1.[Cl-].[NH4+], predict the reaction product. The product is: [CH3:1][O:2][C:3]1[CH:4]=[CH:5][C:6]([CH2:7][NH:8][C:9]2[CH:18]=[CH:17][C:16]3[C:11](=[CH:12][CH:13]=[C:14]([NH2:19])[CH:15]=3)[N:10]=2)=[CH:22][CH:23]=1. (7) Given the reactants [Na+:1].[Cl-].[C:3](=[O:6])([O-:5])[O-:4].[Na+].[Na+].[OH:9][OH:10], predict the reaction product. The product is: [C:3]([O-:6])([O-:5])=[O:4].[C:3]([O-:6])([O-:5])=[O:4].[OH:9][OH:10].[OH:9][OH:10].[OH:9][OH:10].[Na+:1].[Na+:1].[Na+:1].[Na+:1].